Dataset: Full USPTO retrosynthesis dataset with 1.9M reactions from patents (1976-2016). Task: Predict the reactants needed to synthesize the given product. (1) Given the product [CH2:76]([N:42]([CH2:40][CH3:41])[CH2:43][CH2:44][O:45][C:46]1[CH:47]=[CH:48][C:49]([CH2:50][CH2:35][CH2:34][NH:13][C:14]2[CH:19]=[C:18]([OH:20])[CH:17]=[CH:16][C:15]=2[CH:22]2[CH2:31][CH2:30][C:29]3[CH:28]=[C:27]([OH:32])[CH:26]=[CH:25][C:24]=3[CH2:23]2)=[CH:74][CH:75]=1)[CH3:77], predict the reactants needed to synthesize it. The reactants are: C(N(CC)CCOC1C=CC(C([N:13]([CH2:34][CH3:35])[C:14]2[CH:19]=[C:18]([O:20]C)[CH:17]=[CH:16][C:15]=2[CH:22]2[CH2:31][CH2:30][C:29]3[C:24](=[CH:25][CH:26]=[C:27]([O:32]C)[CH:28]=3)[CH2:23]2)=O)=CC=1)C.[CH2:40]([N:42]([CH2:76][CH3:77])[CH2:43][CH2:44][O:45][C:46]1[CH:75]=[CH:74][C:49]([CH2:50]N(CC)C2C=C(OC)C=CC=2C2CCC3C(=CC=C(OC)C=3)C2)=[CH:48][CH:47]=1)[CH3:41]. (2) Given the product [C:36]1([C:42]2[O:43][C:44]([C:24]3[CH:25]=[N:26][C:27]([C:30]4[CH:35]=[CH:34][CH:33]=[CH:32][CH:31]=4)=[N:28][CH:29]=3)=[CH:45][N:46]=2)[CH:37]=[CH:38][CH:39]=[CH:40][CH:41]=1, predict the reactants needed to synthesize it. The reactants are: C1(P(C2C=CC=CC=2)C2C=CC=CC=2)C=CC=CC=1.C(Cl)Cl.Br[C:24]1[CH:25]=[N:26][C:27]([C:30]2[CH:35]=[CH:34][CH:33]=[CH:32][CH:31]=2)=[N:28][CH:29]=1.[C:36]1([C:42]2[O:43][CH:44]=[CH:45][N:46]=2)[CH:41]=[CH:40][CH:39]=[CH:38][CH:37]=1. (3) Given the product [CH2:12]([O:1][C:2]1[C:7](=[O:8])[CH:6]=[CH:5][O:4][C:3]=1[CH3:9])[CH3:13], predict the reactants needed to synthesize it. The reactants are: [OH:1][C:2]1[C:7](=[O:8])[CH:6]=[CH:5][O:4][C:3]=1[CH3:9].[OH-].[Na+].[CH2:12](I)[CH3:13]. (4) Given the product [CH:11]1([CH2:20][OH:21])[C:19]2[C:14](=[CH:15][CH:16]=[CH:17][CH:18]=2)[CH2:13][CH2:12]1, predict the reactants needed to synthesize it. The reactants are: [H-].[H-].[H-].[H-].[Li+].[Al+3].[Al+3].[Cl-].[Cl-].[Cl-].[CH:11]1([C:20](O)=[O:21])[C:19]2[C:14](=[CH:15][CH:16]=[CH:17][CH:18]=2)[CH2:13][CH2:12]1.[AlH3]. (5) Given the product [C:1]1([C:16](=[O:17])[CH2:15][C:13]#[N:14])[C:11]2=[C:12]3[C:7](=[CH:8][CH:9]=[CH:10]2)[CH2:6][CH2:5][CH2:4][N:3]3[CH:2]=1, predict the reactants needed to synthesize it. The reactants are: [CH:1]1[C:11]2=[C:12]3[C:7](=[CH:8][CH:9]=[CH:10]2)[CH2:6][CH2:5][CH2:4][N:3]3[CH:2]=1.[C:13]([CH2:15][C:16](O)=[O:17])#[N:14]. (6) Given the product [OH:19][CH:18]([CH:15]1[CH2:16][CH2:17][O:12][CH2:13][CH2:14]1)[C:2]1[CH:11]=[CH:10][C:5]([C:6]([O:8][CH2:9][CH3:20])=[O:7])=[CH:4][CH:3]=1, predict the reactants needed to synthesize it. The reactants are: I[C:2]1[CH:11]=[CH:10][C:5]([C:6]([O:8][CH3:9])=[O:7])=[CH:4][CH:3]=1.[O:12]1[CH2:17][CH2:16][CH:15]([CH:18]=[O:19])[CH2:14][CH2:13]1.[CH2:20]1COCC1. (7) Given the product [C:19]([NH:1][CH:2]([CH3:3])[C:4]([OH:6])=[O:5])(=[O:27])[CH2:20][CH2:21][CH2:22][CH2:23][CH2:24][CH2:25][CH3:26], predict the reactants needed to synthesize it. The reactants are: [NH2:1][CH:2]([C:4]([OH:6])=[O:5])[CH3:3].C(N(CC)CC)C.C[Si](Cl)(C)C.[C:19](Cl)(=[O:27])[CH2:20][CH2:21][CH2:22][CH2:23][CH2:24][CH2:25][CH3:26]. (8) Given the product [C:1]([Si:5]([CH3:17])([CH3:16])[O:6][CH:7]1[CH2:14][CH2:13][CH2:12][C:11](=[O:15])[CH2:10][CH2:9][CH2:8]1)([CH3:4])([CH3:3])[CH3:2], predict the reactants needed to synthesize it. The reactants are: [C:1]([Si:5]([CH3:17])([CH3:16])[O:6][CH:7]1[CH2:14][CH2:13][CH2:12][CH:11]([OH:15])[CH2:10][CH2:9][CH2:8]1)([CH3:4])([CH3:3])[CH3:2].C[N+]1([O-])CCOCC1. (9) The reactants are: [O:1]1[CH2:6][CH2:5][CH:4]([OH:7])[CH2:3][CH2:2]1.[H-].[Na+].F[C:11]1[CH:16]=[CH:15][C:14]([I:17])=[CH:13][C:12]=1[N+:18]([O-:20])=[O:19]. Given the product [I:17][C:14]1[CH:15]=[CH:16][C:11]([O:7][CH:4]2[CH2:5][CH2:6][O:1][CH2:2][CH2:3]2)=[C:12]([N+:18]([O-:20])=[O:19])[CH:13]=1, predict the reactants needed to synthesize it.